Dataset: Forward reaction prediction with 1.9M reactions from USPTO patents (1976-2016). Task: Predict the product of the given reaction. (1) Given the reactants [Cl:1][C:2]1[C:10]([O:11][CH3:12])=[CH:9][C:5]([C:6]([OH:8])=O)=[CH:4][N:3]=1.S(Cl)(Cl)=O.C([N:19]([CH2:22][CH3:23])[CH2:20][CH3:21])C.C1N2CN3CN(C2)CN1C3.[CH3:34][C:35](OC)(C)C, predict the reaction product. The product is: [N:19]1([C:6]([C:5]2[CH:4]=[N:3][C:2]([Cl:1])=[C:10]([O:11][CH3:12])[CH:9]=2)=[O:8])[CH2:20][CH2:21][CH2:35][CH2:34][CH2:23][CH2:22]1. (2) Given the reactants Br[CH2:2][C:3]([NH:5][CH2:6][CH:7]([OH:24])[C:8]([CH3:23])([S:10]([C:13]1[CH:18]=[CH:17][CH:16]=[C:15]([C:19]([F:22])([F:21])[F:20])[CH:14]=1)(=[O:12])=[O:11])[CH3:9])=[O:4].CC([O-])(C)C.[Na+].CN(C=O)C, predict the reaction product. The product is: [CH3:9][C:8]([CH:7]1[CH2:6][NH:5][C:3](=[O:4])[CH2:2][O:24]1)([S:10]([C:13]1[CH:18]=[CH:17][CH:16]=[C:15]([C:19]([F:22])([F:21])[F:20])[CH:14]=1)(=[O:12])=[O:11])[CH3:23]. (3) Given the reactants C[O:2][C:3](=O)[C:4]1[CH:9]=[CH:8][N:7]=[CH:6][C:5]=1[OH:10].[H-].[Al+3].[Li+].[H-].[H-].[H-].C(OCC)(=O)C, predict the reaction product. The product is: [OH:2][CH2:3][C:4]1[CH:9]=[CH:8][N:7]=[CH:6][C:5]=1[OH:10]. (4) The product is: [Cl:1][C:2]1[CH:7]=[CH:6][C:5]([S:8]([NH:12][C@H:13]([C@@H:16]([OH:18])[CH3:17])[CH2:14][OH:15])(=[O:10])=[O:9])=[CH:4][CH:3]=1. Given the reactants [Cl:1][C:2]1[CH:7]=[CH:6][C:5]([S:8](Cl)(=[O:10])=[O:9])=[CH:4][CH:3]=1.[NH2:12][C@H:13]([C@@H:16]([OH:18])[CH3:17])[CH2:14][OH:15].C(=O)([O-])[O-].[K+].[K+], predict the reaction product. (5) Given the reactants [NH2:1][C:2]1[C:7]([S:8]([NH:11][CH2:12][C@H:13]2[CH2:17][CH2:16][N:15]([CH3:18])[CH2:14]2)(=[O:10])=[O:9])=[CH:6][C:5](Br)=[CH:4][N:3]=1.[CH3:20][C:21]1([CH3:45])[CH2:30][CH2:29][C:28]2[N:27]=[CH:26][N:25]=[C:24]([N:31]3[CH2:37][C:36]4[CH:38]=[C:39](B(O)O)[CH:40]=[CH:41][C:35]=4[O:34][CH2:33][CH2:32]3)[C:23]=2[CH2:22]1, predict the reaction product. The product is: [NH2:1][C:2]1[C:7]([S:8]([NH:11][CH2:12][C@H:13]2[CH2:17][CH2:16][N:15]([CH3:18])[CH2:14]2)(=[O:10])=[O:9])=[CH:6][C:5]([C:39]2[CH:40]=[CH:41][C:35]3[O:34][CH2:33][CH2:32][N:31]([C:24]4[C:23]5[CH2:22][C:21]([CH3:20])([CH3:45])[CH2:30][CH2:29][C:28]=5[N:27]=[CH:26][N:25]=4)[CH2:37][C:36]=3[CH:38]=2)=[CH:4][N:3]=1. (6) Given the reactants C([N:8]1[CH2:13][CH2:12][N:11]([C:14]([C@H:16]2[CH2:21][N:20]([CH:22]3[CH2:25][CH2:24][CH2:23]3)[CH2:19][CH2:18][N:17]2[C:26]([O:28][C:29]([CH3:32])([CH3:31])[CH3:30])=[O:27])=[O:15])[CH2:10][CH2:9]1)C1C=CC=CC=1.O, predict the reaction product. The product is: [CH:22]1([N:20]2[CH2:19][CH2:18][N:17]([C:26]([O:28][C:29]([CH3:32])([CH3:31])[CH3:30])=[O:27])[C@@H:16]([C:14]([N:11]3[CH2:10][CH2:9][NH:8][CH2:13][CH2:12]3)=[O:15])[CH2:21]2)[CH2:23][CH2:24][CH2:25]1. (7) Given the reactants [C:1]([C:4]1[CH:5]=[N:6][CH:7]=[CH:8][C:9]=1[CH2:10][CH:11]1[CH2:20][CH2:19][C:18]2[C:13](=[CH:14][CH:15]=[C:16]([O:21][CH3:22])[CH:17]=2)[C:12]1=[O:23])(=[O:3])[CH3:2].[CH3:24][C:25]1[CH:32]=[CH:31][CH:30]=[CH:29][C:26]=1[CH2:27][Br:28], predict the reaction product. The product is: [Br-:28].[C:1]([C:4]1[CH:5]=[N+:6]([CH2:24][C:25]2[CH:32]=[CH:31][CH:30]=[CH:29][C:26]=2[CH3:27])[CH:7]=[CH:8][C:9]=1[CH2:10][CH:11]1[CH2:20][CH2:19][C:18]2[C:13](=[CH:14][CH:15]=[C:16]([O:21][CH3:22])[CH:17]=2)[C:12]1=[O:23])(=[O:3])[CH3:2].